Dataset: Catalyst prediction with 721,799 reactions and 888 catalyst types from USPTO. Task: Predict which catalyst facilitates the given reaction. (1) Reactant: [C:1]1([C:27]2[CH:32]=[CH:31][CH:30]=[CH:29][CH:28]=2)[CH:6]=[CH:5][CH:4]=[C:3]([NH:7][CH2:8][C:9]2[CH:26]=[CH:25][C:12]3/[C:13](=[CH:22]/[C:23]#[N:24])/[C:14]4[CH:21]=[CH:20][CH:19]=[CH:18][C:15]=4[CH2:16][CH2:17][C:11]=3[CH:10]=2)[CH:2]=1.Cl[C:34](=[O:40])[CH2:35][C:36]([O:38][CH3:39])=[O:37].C(=O)([O-])O.[Na+]. Product: [C:1]1([C:27]2[CH:32]=[CH:31][CH:30]=[CH:29][CH:28]=2)[CH:6]=[CH:5][CH:4]=[C:3]([N:7]([CH2:8][C:9]2[CH:26]=[CH:25][C:12]3/[C:13](=[CH:22]/[C:23]#[N:24])/[C:14]4[CH:21]=[CH:20][CH:19]=[CH:18][C:15]=4[CH2:16][CH2:17][C:11]=3[CH:10]=2)[C:34](=[O:40])[CH2:35][C:36]([O:38][CH3:39])=[O:37])[CH:2]=1. The catalyst class is: 3. (2) The catalyst class is: 34. Product: [Br:45][C:46]1[CH:47]=[CH:48][C:49]([F:56])=[C:50]2[C:55]=1[CH2:54][N:53]([C:10]([C@@H:8]1[CH2:9][C@H:7]1[C:1]1[CH:2]=[CH:3][CH:4]=[CH:5][CH:6]=1)=[O:12])[CH2:52][CH2:51]2. Reactant: [C:1]1([C@@H:7]2[CH2:9][C@H:8]2[C:10]([OH:12])=O)[CH:6]=[CH:5][CH:4]=[CH:3][CH:2]=1.CCN(C(C)C)C(C)C.CN(C(ON1N=NC2C=CC=CC1=2)=[N+](C)C)C.[B-](F)(F)(F)F.Cl.[Br:45][C:46]1[CH:47]=[CH:48][C:49]([F:56])=[C:50]2[C:55]=1[CH2:54][NH:53][CH2:52][CH2:51]2. (3) Reactant: [Mg].CN(CCN(C)C)C.Br[C:11]1[CH:16]=[CH:15][CH:14]=[CH:13][C:12]=1[C:17]([F:20])([F:19])[F:18].Br[CH:22]1[CH2:26][CH2:25][CH2:24][CH2:23]1. Product: [CH:22]1([C:11]2[CH:16]=[CH:15][CH:14]=[CH:13][C:12]=2[C:17]([F:20])([F:19])[F:18])[CH2:26][CH2:25][CH2:24][CH2:23]1. The catalyst class is: 1. (4) Reactant: [Br:1][C:2]1[CH:3]=[CH:4][C:5]2[N:6]([CH3:15])[S:7](=[O:14])(=[O:13])[CH2:8][C:9](=[O:12])[C:10]=2[N:11]=1.[CH3:16][N:17]([CH:19](OC)OC)[CH3:18]. Product: [Br:1][C:2]1[CH:3]=[CH:4][C:5]2[N:6]([CH3:15])[S:7](=[O:13])(=[O:14])/[C:8](=[CH:16]\[N:17]([CH3:19])[CH3:18])/[C:9](=[O:12])[C:10]=2[N:11]=1. The catalyst class is: 13. (5) Reactant: [OH:1][CH2:2][CH2:3][CH2:4][N:5]1[C:9](=[O:10])[CH:8]=[CH:7][C:6]1=[O:11].[C:12]([O:17][CH2:18][C:19]1[O:23][CH:22]=[CH:21][CH:20]=1)(=[O:16])[C:13]([CH3:15])=[CH2:14]. Product: [OH:1][CH2:2][CH2:3][CH2:4][N:5]1[C:6](=[O:11])[CH:7]2[CH:8]([C:19]3([CH2:18][O:17][C:12](=[O:16])[C:13]([CH3:15])=[CH2:14])[O:23][CH:22]2[CH:21]=[CH:20]3)[C:9]1=[O:10]. The catalyst class is: 48. (6) Reactant: Cl[C:2]1[C:7]([C:8]#[N:9])=[CH:6][C:5]([C:10]2[C:19]3[C:14](=[CH:15][C:16]([S:20]([NH:23][C:24]4[CH:28]=[CH:27][O:26][N:25]=4)(=[O:22])=[O:21])=[CH:17][CH:18]=3)[CH:13]=[CH:12][N:11]=2)=[C:4]([O:29][CH3:30])[CH:3]=1.[F:31][C:32]1[CH:33]=[C:34](B(O)O)[CH:35]=[CH:36][CH:37]=1.C1(P(C2CCCCC2)C2C=CC=CC=2C2C(OC)=CC=CC=2OC)CCCCC1.P([O-])([O-])([O-])=O.[K+].[K+].[K+]. Product: [C:8]([C:7]1[CH:6]=[C:5]([C:10]2[C:19]3[C:14](=[CH:15][C:16]([S:20]([NH:23][C:24]4[CH:28]=[CH:27][O:26][N:25]=4)(=[O:21])=[O:22])=[CH:17][CH:18]=3)[CH:13]=[CH:12][N:11]=2)[C:4]([O:29][CH3:30])=[CH:3][C:2]=1[C:36]1[CH:35]=[CH:34][CH:33]=[C:32]([F:31])[CH:37]=1)#[N:9]. The catalyst class is: 2. (7) Reactant: C(O)(C(F)(F)F)=O.[Cl:8][C:9]1[C:14]([N:15]2[CH2:26][CH2:25][C:18]3([C:22](=[O:23])[N:21]([CH3:24])[CH2:20][CH2:19]3)[CH2:17][CH2:16]2)=[CH:13][C:12]([C:27]#[N:28])=[CH:11][C:10]=1[NH:29][C:30]1[N:35]=[C:34]([N:36]([CH:46]2[CH2:48][CH2:47]2)CC2C=CC(OC)=CC=2)[C:33]2=[N:49][CH:50]=[C:51]([C:52]#[N:53])[N:32]2[N:31]=1.C1(OC)C=CC=CC=1. Product: [Cl:8][C:9]1[C:14]([N:15]2[CH2:16][CH2:17][C:18]3([C:22](=[O:23])[N:21]([CH3:24])[CH2:20][CH2:19]3)[CH2:25][CH2:26]2)=[CH:13][C:12]([C:27]#[N:28])=[CH:11][C:10]=1[NH:29][C:30]1[N:35]=[C:34]([NH:36][CH:46]2[CH2:47][CH2:48]2)[C:33]2=[N:49][CH:50]=[C:51]([C:52]#[N:53])[N:32]2[N:31]=1. The catalyst class is: 26.